This data is from Forward reaction prediction with 1.9M reactions from USPTO patents (1976-2016). The task is: Predict the product of the given reaction. (1) Given the reactants [CH:1]1[CH:10]=[CH:9][CH:8]=[C:7]2[C:2]=1[C:3]1[N:13]3[C@@H:14]([CH2:18][C:19]4[CH:24]=[CH:23][C:22]([OH:25])=[CH:21][CH:20]=4)[CH2:15][O:16][CH2:17][C:12]3=[N:11][C:4]=1[CH:5]=[N:6]2.C(N(CC)CC)C.[C:33](OC(=O)C)(=[O:35])[CH3:34].O, predict the reaction product. The product is: [C:33]([O:25][C:22]1[CH:23]=[CH:24][C:19]([CH2:18][C@@H:14]2[N:13]3[C:3]4[C:2]5[C:7](=[CH:8][CH:9]=[CH:10][CH:1]=5)[N:6]=[CH:5][C:4]=4[N:11]=[C:12]3[CH2:17][O:16][CH2:15]2)=[CH:20][CH:21]=1)(=[O:35])[CH3:34]. (2) Given the reactants C(OC1C=NC(C2C=CC=CC=2C(N[C@H]2CCC[C@@H]2NC2C=NC(C(F)(F)F)=CN=2)=O)=NC=1)C.Cl.[CH:36]1([C:39]2[C:40]([NH:49][C@H:50]3[CH2:54][CH2:53][CH2:52][C@@H:51]3[NH2:55])=[N:41][CH:42]=[C:43]([C:45]([F:48])([F:47])[F:46])[N:44]=2)[CH2:38][CH2:37]1.[N:56]1[N:57]([C:61]2[C:62]([C:67](O)=[O:68])=[N:63][CH:64]=[CH:65][CH:66]=2)[N:58]=[CH:59][CH:60]=1, predict the reaction product. The product is: [CH:36]1([C:39]2[C:40]([NH:49][C@H:50]3[CH2:54][CH2:53][CH2:52][C@@H:51]3[NH:55][C:67]([C:62]3[C:61]([N:57]4[N:58]=[CH:59][CH:60]=[N:56]4)=[CH:66][CH:65]=[CH:64][N:63]=3)=[O:68])=[N:41][CH:42]=[C:43]([C:45]([F:47])([F:48])[F:46])[N:44]=2)[CH2:37][CH2:38]1. (3) Given the reactants [NH:1]1[CH:5]=[CH:4][C:3]([NH2:6])=[N:2]1.C(N(C(C)C)CC)(C)C.[O:16]=[C:17]1[CH2:28][CH2:27][CH:26]=[CH:25][CH2:24][C@@H:23]([CH2:29][C:30](O)=[O:31])[C:22](=[O:33])[O:21][CH2:20][C@@H:19]([C:34]2[CH:39]=[CH:38][CH:37]=[CH:36][CH:35]=2)[NH:18]1.ON1C2N=CC=CC=2N=N1.C(N=C=NCCCN(C)C)C, predict the reaction product. The product is: [O:16]=[C:17]1[CH2:28][CH2:27][CH:26]=[CH:25][CH2:24][C@@H:23]([CH2:29][C:30]([NH:6][C:3]2[CH:4]=[CH:5][NH:1][N:2]=2)=[O:31])[C:22](=[O:33])[O:21][CH2:20][C@@H:19]([C:34]2[CH:35]=[CH:36][CH:37]=[CH:38][CH:39]=2)[NH:18]1. (4) The product is: [Cl:1][C:2]1[CH:7]=[C:6]([NH:8][C:9]2[N:10]=[C:11]([NH2:12])[NH:35][N:34]=2)[CH:5]=[C:4]([C:15]([F:17])([F:16])[F:18])[C:3]=1[C:19]1[CH:24]=[CH:23][C:22]([S:25]([N:28]2[CH2:29][CH2:30][O:31][CH2:32][CH2:33]2)(=[O:27])=[O:26])=[CH:21][CH:20]=1. Given the reactants [Cl:1][C:2]1[CH:7]=[C:6]([NH:8][CH:9](SC)[NH:10][C:11]#[N:12])[CH:5]=[C:4]([C:15]([F:18])([F:17])[F:16])[C:3]=1[C:19]1[CH:24]=[CH:23][C:22]([S:25]([N:28]2[CH2:33][CH2:32][O:31][CH2:30][CH2:29]2)(=[O:27])=[O:26])=[CH:21][CH:20]=1.[NH2:34][NH2:35], predict the reaction product. (5) Given the reactants [CH2:1]([CH:5]1[CH2:13][C:12]2[C:7](=[CH:8][CH:9]=[C:10]([O:15][CH3:16])[C:11]=2[Cl:14])[C:6]1=[O:17])[CH2:2][CH2:3][CH3:4].[CH:18]([C:20]([CH2:22][CH3:23])=[O:21])=[CH2:19].N12CCCN=C1CCCCC2, predict the reaction product. The product is: [CH2:1]([C:5]1([CH2:19][CH2:18][C:20](=[O:21])[CH2:22][CH3:23])[CH2:13][C:12]2[C:7](=[CH:8][CH:9]=[C:10]([O:15][CH3:16])[C:11]=2[Cl:14])[C:6]1=[O:17])[CH2:2][CH2:3][CH3:4]. (6) Given the reactants [CH3:1][C:2]1[C:3]([N+:12]([O-])=O)=[C:4]([CH:9]=[CH:10][CH:11]=1)[C:5]([O:7][CH3:8])=[O:6].C1C(=O)[N:19](Br)C(=O)C1.CC(N=NC(C#N)(C)C)(C#N)C, predict the reaction product. The product is: [NH2:12][C:3]1[C:2]([CH2:1][NH2:19])=[CH:11][CH:10]=[CH:9][C:4]=1[C:5]([O:7][CH3:8])=[O:6]. (7) Given the reactants C([O:4][CH2:5][C@@H:6]1[C@@H:11]([O:12]C(=O)C)[C@H:10]([OH:16])[C@H:9]([OH:17])[C@@H:8]([C:18]2[CH:23]=[CH:22][C:21]([OH:24])=[CH:20][CH:19]=2)[O:7]1)(=O)C.[CH3:25][O:26][C:27]([C:29]1[CH:30]=[C:31](B(O)O)[CH:32]=[CH:33][CH:34]=1)=[O:28].N1C(C)=CC=CC=1C.C[O-].[Na+], predict the reaction product. The product is: [OH:17][C@H:9]1[C@@H:10]([OH:16])[C@H:11]([OH:12])[C@@H:6]([CH2:5][OH:4])[O:7][C@@H:8]1[C:18]1[CH:19]=[CH:20][C:21]([O:24][C:33]2[CH:34]=[C:29]([CH:30]=[CH:31][CH:32]=2)[C:27]([O:26][CH3:25])=[O:28])=[CH:22][CH:23]=1. (8) Given the reactants [CH3:1][C:2]1[CH:7]=[CH:6][C:5]([NH:8][CH2:9][CH2:10]O)=[CH:4][C:3]=1[C:12]([F:15])([F:14])[F:13].[CH2:16]([O:23][C:24]1[CH:25]=[C:26]([NH2:32])[CH:27]=[CH:28][C:29]=1[O:30][CH3:31])[C:17]1[CH:22]=[CH:21][CH:20]=[CH:19][CH:18]=1, predict the reaction product. The product is: [CH2:16]([O:23][C:24]1[CH:25]=[C:26]([NH:32][CH2:10][CH2:9][NH:8][C:5]2[CH:6]=[CH:7][C:2]([CH3:1])=[C:3]([C:12]([F:15])([F:14])[F:13])[CH:4]=2)[CH:27]=[CH:28][C:29]=1[O:30][CH3:31])[C:17]1[CH:18]=[CH:19][CH:20]=[CH:21][CH:22]=1. (9) Given the reactants [C:1]([C:4]1[CH:9]=[CH:8][C:7]([C:10]2[C:30]([Cl:31])=[CH:29][C:13]3[NH:14][C:15]([O:17][C:18]4[CH:19]=[CH:20][C:21]([CH3:28])=[C:22]([CH:27]=4)[C:23]([O:25][CH3:26])=[O:24])=[N:16][C:12]=3[CH:11]=2)=[CH:6][CH:5]=1)(=[O:3])[CH3:2].[BH4-].[Na+], predict the reaction product. The product is: [Cl:31][C:30]1[C:10]([C:7]2[CH:6]=[CH:5][C:4]([CH:1]([OH:3])[CH3:2])=[CH:9][CH:8]=2)=[CH:11][C:12]2[N:16]=[C:15]([O:17][C:18]3[CH:19]=[CH:20][C:21]([CH3:28])=[C:22]([CH:27]=3)[C:23]([O:25][CH3:26])=[O:24])[NH:14][C:13]=2[CH:29]=1.